Dataset: Forward reaction prediction with 1.9M reactions from USPTO patents (1976-2016). Task: Predict the product of the given reaction. Given the reactants [CH3:1][O:2][C:3]1[C:11]([CH2:12][CH:13]([NH:27][C:28](=[O:31])[CH2:29][CH3:30])[B:14]2[O:22][CH:21]3[C:16]([CH3:26])([CH:17]4[CH2:23][CH:19]([CH2:20]3)[C:18]4([CH3:25])[CH3:24])[O:15]2)=[CH:10][CH:9]=[CH:8][C:4]=1[C:5]([OH:7])=[O:6].I[CH2:33][CH3:34], predict the reaction product. The product is: [CH2:33]([O:6][C:5](=[O:7])[C:4]1[CH:8]=[CH:9][CH:10]=[C:11]([CH2:12][CH:13]([NH:27][C:28](=[O:31])[CH2:29][CH3:30])[B:14]2[O:22][CH:21]3[C:16]([CH3:26])([CH:17]4[CH2:23][CH:19]([CH2:20]3)[C:18]4([CH3:25])[CH3:24])[O:15]2)[C:3]=1[O:2][CH3:1])[CH3:34].